From a dataset of Retrosynthesis with 50K atom-mapped reactions and 10 reaction types from USPTO. Predict the reactants needed to synthesize the given product. (1) Given the product O=C(O)C1(CCCCCOc2ccc(Cl)cc2)CO1, predict the reactants needed to synthesize it. The reactants are: CCOC(=O)C1(CCCCCOc2ccc(Cl)cc2)CO1. (2) Given the product CN1CCN(c2cc3ccc(Cl)cc3n3cnnc23)CC1, predict the reactants needed to synthesize it. The reactants are: CN1CCNCC1.Clc1ccc2cc(Br)c3nncn3c2c1. (3) Given the product C#CCN(C)CCCOc1ccc2c(-c3ccc(Br)cc3)nsc2c1, predict the reactants needed to synthesize it. The reactants are: BrCCCOc1ccc2c(-c3ccc(Br)cc3)nsc2c1.C#CCNC. (4) Given the product N#Cc1ccc(-c2ccc(C(=C3CCCCCCC3)c3ccc(O)cc3)cc2)cc1, predict the reactants needed to synthesize it. The reactants are: N#Cc1ccc(B(O)O)cc1.Oc1ccc(C(=C2CCCCCCC2)c2ccc(Br)cc2)cc1. (5) Given the product NC[C@@H](O)CP(=O)(CC1CCCCC1)OC1OC(=O)c2ccccc21, predict the reactants needed to synthesize it. The reactants are: CC(C)(C)OC(=O)NC[C@@H](O)CP(=O)(CC1CCCCC1)OC1OC(=O)c2ccccc21. (6) The reactants are: C[Mg+].[O-][n+]1c(F)c(F)c(F)c(F)c1F. Given the product Cc1c(F)c(F)c(F)c(F)[n+]1[O-], predict the reactants needed to synthesize it.